From a dataset of Catalyst prediction with 721,799 reactions and 888 catalyst types from USPTO. Predict which catalyst facilitates the given reaction. (1) Reactant: [C:1]([NH:4][C:5]1[C:13]2[C:8](=[N:9][C:10]([C:21]3[CH:26]=[CH:25][C:24]([Cl:27])=[CH:23][C:22]=3[Cl:28])=[C:11]([C:14]3[CH:19]=[CH:18][C:17]([Cl:20])=[CH:16][CH:15]=3)[CH:12]=2)[O:7][C:6]=1[C:29](O)=[O:30])(=[O:3])[CH3:2].Cl.[CH:33]12[CH2:40][CH2:39][CH:36]([CH2:37][CH2:38]1)[CH2:35][NH:34]2.C(Cl)CCl.CN1CCOCC1. Product: [CH:33]12[CH2:40][CH2:39][CH:36]([CH2:37][CH2:38]1)[CH2:35][N:34]2[C:29]([C:6]1[O:7][C:8]2=[N:9][C:10]([C:21]3[CH:26]=[CH:25][C:24]([Cl:27])=[CH:23][C:22]=3[Cl:28])=[C:11]([C:14]3[CH:19]=[CH:18][C:17]([Cl:20])=[CH:16][CH:15]=3)[CH:12]=[C:13]2[C:5]=1[NH:4][C:1](=[O:3])[CH3:2])=[O:30]. The catalyst class is: 64. (2) Reactant: [CH3:1][O:2][C:3]1[CH:10]=[CH:9][CH:8]=[CH:7][C:4]=1[CH:5]=O.C1(N2C(S([CH2:25][C@@H:26]3[CH2:35][CH2:34][C:33]4[CH:32]=[C:31]([C@H:36]5[CH2:45][CH2:44][C@@:38]6([NH:42][C:41](=[O:43])[O:40][CH2:39]6)[CH2:37]5)[CH:30]=[CH:29][C:28]=4[CH2:27]3)(=O)=O)=NN=N2)C=CC=CC=1.C[Si]([N-][Si](C)(C)C)(C)C.[K+]. Product: [CH3:1][O:2][C:3]1[CH:10]=[CH:9][CH:8]=[CH:7][C:4]=1/[CH:5]=[CH:25]/[C@@H:26]1[CH2:35][CH2:34][C:33]2[CH:32]=[C:31]([C@H:36]3[CH2:45][CH2:44][C@@:38]4([NH:42][C:41](=[O:43])[O:40][CH2:39]4)[CH2:37]3)[CH:30]=[CH:29][C:28]=2[CH2:27]1. The catalyst class is: 1. (3) Reactant: [NH2:1][C:2]1[CH:7]=[CH:6][C:5]([S:8]([NH:11][C:12]2[CH:17]=[CH:16][CH:15]=[C:14]([NH:18][C:19]3[N:24]=[C:23]([C:25]4[C:33]5[C:28](=[CH:29][CH:30]=[CH:31][CH:32]=5)[N:27](S(C5C=CC=CC=5)(=O)=O)[CH:26]=4)[C:22]([C:43]#[N:44])=[CH:21][N:20]=3)[CH:13]=2)(=[O:10])=[O:9])=[CH:4][CH:3]=1.C[CH2:46][N:47](C(C)C)[CH:48](C)C.Br[CH2:55]/[CH:56]=[CH:57]/[C:58](Cl)=[O:59].CNC. Product: [C:43]([C:22]1[C:23]([C:25]2[C:33]3[C:28](=[CH:29][CH:30]=[CH:31][CH:32]=3)[NH:27][CH:26]=2)=[N:24][C:19]([NH:18][C:14]2[CH:13]=[C:12]([NH:11][S:8]([C:5]3[CH:6]=[CH:7][C:2]([NH:1][C:58](=[O:59])/[CH:57]=[CH:56]/[CH2:55][N:47]([CH3:48])[CH3:46])=[CH:3][CH:4]=3)(=[O:9])=[O:10])[CH:17]=[CH:16][CH:15]=2)=[N:20][CH:21]=1)#[N:44]. The catalyst class is: 1. (4) Reactant: [C:1]([C:3]([NH:20][C:21](=[O:33])[C:22]1[CH:27]=[CH:26][C:25]([O:28][C:29]([F:32])([F:31])[F:30])=[CH:24][CH:23]=1)([CH3:19])[CH2:4][O:5][C:6]1[CH:7]=[CH:8][C:9]2[CH2:13][O:12][B:11]([OH:14])[C:10]=2[C:15]=1[N+:16]([O-])=O)#[N:2]. Product: [NH2:16][C:15]1[C:10]2[B:11]([OH:14])[O:12][CH2:13][C:9]=2[CH:8]=[CH:7][C:6]=1[O:5][CH2:4][C:3]([NH:20][C:21](=[O:33])[C:22]1[CH:27]=[CH:26][C:25]([O:28][C:29]([F:31])([F:32])[F:30])=[CH:24][CH:23]=1)([C:1]#[N:2])[CH3:19]. The catalyst class is: 409. (5) Reactant: [CH3:1][C:2]1[CH:7]=[CH:6][CH:5]=[CH:4][C:3]=1[NH:8][C:9](=[O:32])[NH:10][C:11]1[CH:16]=[CH:15][C:14]([CH2:17][C:18]([O:20]C2C(F)=C(F)C(F)=C(F)C=2F)=O)=[CH:13][CH:12]=1.[NH2:33][C@@H:34]([CH3:47])[CH2:35][O:36][C:37]1[CH:46]=[CH:45][C:40]([C:41]([O:43]C)=[O:42])=[CH:39][CH:38]=1.CCN(CC)CC.CN([CH:58]=[O:59])C. Product: [CH3:58][O:59][C:16]1[CH:15]=[C:14]([CH2:17][C:18]([NH:33][C@@H:34]([CH3:47])[CH2:35][O:36][C:37]2[CH:46]=[CH:45][C:40]([C:41]([OH:43])=[O:42])=[CH:39][CH:38]=2)=[O:20])[CH:13]=[CH:12][C:11]=1[NH:10][C:9]([NH:8][C:3]1[CH:4]=[CH:5][CH:6]=[CH:7][C:2]=1[CH3:1])=[O:32]. The catalyst class is: 25. (6) Reactant: C(OC([NH:11][C@H:12]1[CH2:17][CH2:16][N:15]([C:18]2[CH:19]=[C:20]([CH:25]=[C:26]([F:28])[CH:27]=2)[C:21]([O:23][CH3:24])=[O:22])[CH2:14][C@H:13]1[O:29][CH3:30])=O)C1C=CC=CC=1. The catalyst class is: 719. Product: [NH2:11][C@H:12]1[CH2:17][CH2:16][N:15]([C:18]2[CH:19]=[C:20]([CH:25]=[C:26]([F:28])[CH:27]=2)[C:21]([O:23][CH3:24])=[O:22])[CH2:14][C@H:13]1[O:29][CH3:30]. (7) The catalyst class is: 34. Product: [CH3:1][C:2]1[N:11]=[CH:10][C:9]([C:12]2[CH:13]=[CH:14][C:15]([C:18]3[CH:19]=[N:20][N:21]([CH3:23])[CH:22]=3)=[CH:16][CH:17]=2)=[C:8]2[C:3]=1[CH:4]=[CH:5][C:6]([C:24]([NH2:25])=[O:26])=[N:7]2. Reactant: [CH3:1][C:2]1[N:11]=[CH:10][C:9]([C:12]2[CH:17]=[CH:16][C:15]([C:18]3[CH:19]=[N:20][N:21]([CH3:23])[CH:22]=3)=[CH:14][CH:13]=2)=[C:8]2[C:3]=1[CH:4]=[CH:5][C:6]([C:24]#[N:25])=[N:7]2.[OH:26]S(O)(=O)=O.[OH-].[Na+].C([O-])(O)=O.[Na+]. (8) The catalyst class is: 5. Product: [CH3:1][O:2][C:3]1[CH:4]=[CH:5][C:6]([C:9]2[C:13]3[CH2:14][C:15]4[S:16][C:17]([C:20]5[CH:21]=[N:22][CH:23]=[CH:24][CH:25]=5)=[CH:18][C:19]=4[C:12]=3[NH:11][N:10]=2)=[CH:7][CH:8]=1. Reactant: [CH3:1][O:2][C:3]1[CH:8]=[CH:7][C:6]([C:9]2[C:13]3[CH2:14][C:15]4[S:16][C:17]([C:20]5[CH:21]=[N:22][CH:23]=[CH:24][CH:25]=5)=[CH:18][C:19]=4[C:12]=3[N:11](COCC[Si](C)(C)C)[N:10]=2)=[CH:5][CH:4]=1.Cl.